Predict which catalyst facilitates the given reaction. From a dataset of Catalyst prediction with 721,799 reactions and 888 catalyst types from USPTO. Reactant: C([O:5][C:6](=[O:59])[C@@H:7]([NH:11][C:12]([C@@H:14]1[CH2:18][C@@H:17]([O:19][C:20]2[C:29]3[C:24](=[CH:25][C:26]([O:30][CH3:31])=[CH:27][CH:28]=3)[N:23]=[C:22]([C:32]3[CH:37]=[CH:36][CH:35]=[CH:34][CH:33]=3)[CH:21]=2)[CH2:16][C@H:15]1[C:38](=[O:58])[NH:39][C@H:40]([C:44](=[O:57])[NH:45][C@@H:46]([CH:51]1[CH2:56][CH2:55][CH2:54][CH2:53][CH2:52]1)[C:47]([O:49][CH3:50])=[O:48])[CH:41]([CH3:43])[CH3:42])=[O:13])[CH2:8][CH2:9][CH3:10])(C)(C)C.C([SiH](CC)CC)C. Product: [CH:51]1([C@H:46]([NH:45][C:44]([C@@H:40]([NH:39][C:38]([C@@H:15]2[CH2:16][C@H:17]([O:19][C:20]3[C:29]4[C:24](=[CH:25][C:26]([O:30][CH3:31])=[CH:27][CH:28]=4)[N:23]=[C:22]([C:32]4[CH:33]=[CH:34][CH:35]=[CH:36][CH:37]=4)[CH:21]=3)[CH2:18][C@H:14]2[C:12]([NH:11][C@@H:7]([CH2:8][CH2:9][CH3:10])[C:6]([OH:59])=[O:5])=[O:13])=[O:58])[CH:41]([CH3:42])[CH3:43])=[O:57])[C:47]([O:49][CH3:50])=[O:48])[CH2:56][CH2:55][CH2:54][CH2:53][CH2:52]1. The catalyst class is: 557.